From a dataset of Forward reaction prediction with 1.9M reactions from USPTO patents (1976-2016). Predict the product of the given reaction. The product is: [CH3:1][NH:2][C:6](=[O:5])[CH2:7][N:8]1[CH:13]=[CH:12][C:11]([N:14]2[CH:18]=[C:17]([C:19]#[C:20][C:21]3[CH:22]=[C:23]([CH3:27])[CH:24]=[CH:25][CH:26]=3)[N:16]=[C:15]2[CH3:28])=[CH:10][C:9]1=[O:29]. Given the reactants [CH3:1][NH2:2].C([O:5][C:6](=O)[CH2:7][N:8]1[CH:13]=[CH:12][C:11]([N:14]2[CH:18]=[C:17]([C:19]#[C:20][C:21]3[CH:22]=[C:23]([CH3:27])[CH:24]=[CH:25][CH:26]=3)[N:16]=[C:15]2[CH3:28])=[CH:10][C:9]1=[O:29])C, predict the reaction product.